Dataset: Reaction yield outcomes from USPTO patents with 853,638 reactions. Task: Predict the reaction yield, written as a fraction of the theoretical maximum amount of product (1.0 means a 100% yield; for example, 0.34 means a 34% yield). (1) The reactants are [CH3:1][O:2][C:3]([C:5]1[C:13]([NH:14][C:15]2[CH:20]=[CH:19][CH:18]=[CH:17][C:16]=2[Cl:21])=[C:12]([F:22])[C:8]2[N:9]=[CH:10][NH:11][C:7]=2[CH:6]=1)=[O:4].C1C(=O)N([Br:30])C(=O)C1. The catalyst is C1COCC1.CO. The product is [CH3:1][O:2][C:3]([C:5]1[C:13]([NH:14][C:15]2[CH:20]=[CH:19][C:18]([Br:30])=[CH:17][C:16]=2[Cl:21])=[C:12]([F:22])[C:8]2[N:9]=[CH:10][NH:11][C:7]=2[CH:6]=1)=[O:4]. The yield is 0.850. (2) The reactants are [C:1]([O:5][C:6](=[O:20])[C@H:7]([CH2:12][C:13]([O:15][C:16]([CH3:19])([CH3:18])[CH3:17])=[O:14])[NH:8][CH2:9][CH:10]=[CH2:11])([CH3:4])([CH3:3])[CH3:2].O.[ClH:22]. The yield is 0.470. The product is [ClH:22].[C:1]([O:5][C:6](=[O:20])[C@H:7]([CH2:12][C:13]([O:15][C:16]([CH3:19])([CH3:18])[CH3:17])=[O:14])[NH:8][CH2:9][CH:10]=[CH2:11])([CH3:4])([CH3:2])[CH3:3]. The catalyst is C(#N)C. (3) The reactants are [Cl:1][C:2]1[CH:3]=[CH:4][C:5]([OH:22])=[C:6]([C:8]2[CH2:12][CH2:11][CH2:10][C:9]=2[C:13]2[N:18]=[C:17]([C:19]([OH:21])=[O:20])[CH:16]=[CH:15][CH:14]=2)[CH:7]=1.S(=O)(=O)(O)O.[CH2:28](O)[CH3:29]. No catalyst specified. The product is [Cl:1][C:2]1[CH:3]=[CH:4][C:5]([OH:22])=[C:6]([C:8]2[CH2:12][CH2:11][CH2:10][C:9]=2[C:13]2[N:18]=[C:17]([C:19]([O:21][CH2:28][CH3:29])=[O:20])[CH:16]=[CH:15][CH:14]=2)[CH:7]=1. The yield is 0.890. (4) The reactants are [I:1][C:2]1[CH:12]=[CH:11][CH:10]=[CH:9][C:3]=1[CH2:4][S:5][C:6](=N)N.[OH-].[Na+].COS(OC)(=O)=O. The catalyst is O. The product is [I:1][C:2]1[CH:12]=[CH:11][CH:10]=[CH:9][C:3]=1[CH2:4][S:5][CH3:6]. The yield is 0.890.